From a dataset of Catalyst prediction with 721,799 reactions and 888 catalyst types from USPTO. Predict which catalyst facilitates the given reaction. (1) Reactant: [NH2:1][C:2](=[S:8])[C:3]([O:5][CH2:6][CH3:7])=[O:4].Br[CH2:10][C:11](=O)[C:12]([F:15])([F:14])[F:13]. Product: [F:13][C:12]([F:15])([F:14])[C:11]1[N:1]=[C:2]([C:3]([O:5][CH2:6][CH3:7])=[O:4])[S:8][CH:10]=1. The catalyst class is: 8. (2) Reactant: [CH3:1][C@H:2]1[N:7]([S:8]([C:11]2[CH:16]=[CH:15][CH:14]=[C:13]([C:17]([OH:23])([CH3:22])[C:18]([F:21])([F:20])[F:19])[CH:12]=2)(=[O:10])=[O:9])[CH2:6][CH2:5][N:4]([C:24]2[CH:31]=[CH:30][C:27]([C:28]#[N:29])=[CH:26][C:25]=2[C:32]([F:35])([F:34])[F:33])[CH2:3]1.[N-:36]=[N+:37]=[N-:38].[Na+]. Product: [F:19][C:18]([F:21])([F:20])[C:17]([C:13]1[CH:14]=[CH:15][CH:16]=[C:11]([S:8]([N:7]2[CH2:6][CH2:5][N:4]([C:24]3[CH:31]=[CH:30][C:27]([C:28]4[NH:38][N:37]=[N:36][N:29]=4)=[CH:26][C:25]=3[C:32]([F:35])([F:33])[F:34])[CH2:3][C@H:2]2[CH3:1])(=[O:9])=[O:10])[CH:12]=1)([OH:23])[CH3:22]. The catalyst class is: 11. (3) Reactant: [NH2:1][CH2:2][C:3]1[C:8]([CH2:9][CH3:10])=[N:7][C:6]2[N:11]([CH2:14][CH3:15])[N:12]=[CH:13][C:5]=2[C:4]=1[NH:16][CH:17]1[CH2:22][CH2:21][O:20][CH2:19][CH2:18]1.Cl[CH2:24][CH2:25][CH2:26][C:27](Cl)=[O:28].CCN(C(C)C)C(C)C. Product: [CH2:14]([N:11]1[C:6]2=[N:7][C:8]([CH2:9][CH3:10])=[C:3]([CH2:2][N:1]3[CH2:24][CH2:25][CH2:26][C:27]3=[O:28])[C:4]([NH:16][CH:17]3[CH2:18][CH2:19][O:20][CH2:21][CH2:22]3)=[C:5]2[CH:13]=[N:12]1)[CH3:15]. The catalyst class is: 245. (4) Reactant: [NH:1]1[CH2:6][CH2:5][O:4][CH:3]([CH2:7][NH:8][C:9]([C:11]2[C:12]3[CH2:13][C@H:14]4[CH2:27][C@H:15]4[C:16]=3[N:17]([C:19]3[CH:24]=[CH:23][C:22]([F:25])=[CH:21][C:20]=3[F:26])[N:18]=2)=[O:10])[CH2:2]1.[C:28](=O)([O-])[O-].[K+].[K+].IC. Product: [CH3:28][N:1]1[CH2:6][CH2:5][O:4][CH:3]([CH2:7][NH:8][C:9]([C:11]2[C:12]3[CH2:13][C@H:14]4[CH2:27][C@H:15]4[C:16]=3[N:17]([C:19]3[CH:24]=[CH:23][C:22]([F:25])=[CH:21][C:20]=3[F:26])[N:18]=2)=[O:10])[CH2:2]1. The catalyst class is: 3. (5) Product: [CH3:18][C:19]1[CH:26]=[C:25]([CH:24]=[C:21]([CH3:22])[CH:20]=1)[CH2:27][NH:1][C@@H:2]([CH3:17])[C@@H:3]([C:5]1[CH:6]=[CH:7][C:8]([OH:16])=[C:9]([NH:11][S:12]([CH3:15])(=[O:14])=[O:13])[CH:10]=1)[OH:4]. The catalyst class is: 5. Reactant: [NH2:1][C@@H:2]([CH3:17])[C@@H:3]([C:5]1[CH:6]=[CH:7][C:8]([OH:16])=[C:9]([NH:11][S:12]([CH3:15])(=[O:14])=[O:13])[CH:10]=1)[OH:4].[CH3:18][C:19]1[CH:20]=[C:21]([CH:24]=[C:25]([CH3:27])[CH:26]=1)[CH:22]=O.O.